Dataset: Forward reaction prediction with 1.9M reactions from USPTO patents (1976-2016). Task: Predict the product of the given reaction. (1) Given the reactants [O:1]1[CH2:5][CH2:4][CH2:3][CH2:2]1.[NH2:6][C:7]1[C:14]([OH:15])=[C:13]([F:16])[C:12]([Br:17])=[C:11]([CH3:18])[C:8]=1[C:9]#[N:10].[C:19](=[O:22])([O-])O.[Na+], predict the reaction product. The product is: [Br:17][C:12]1[C:13]([F:16])=[C:14]([OH:15])[C:7]([NH:6][C:19](=[O:22])[C:8]([CH3:11])([CH3:9])[CH2:7][O:1][CH2:5][C:4]2[CH:14]=[CH:13][CH:12]=[CH:2][CH:3]=2)=[C:8]([C:9]#[N:10])[C:11]=1[CH3:18]. (2) Given the reactants [C:1]([C:3]([C:6]1[CH:7]=[C:8]([CH:12]=[CH:13][CH:14]=1)[C:9]([OH:11])=O)([CH3:5])[CH3:4])#[N:2].C(Cl)(=O)C(Cl)=O.CN(C)C=O.[NH2:26][C:27]1[CH:28]=[C:29]([CH:46]=[CH:47][C:48]=1[F:49])[O:30][C:31]1[CH:43]=[CH:42][C:34]2[N:35]=[C:36]([NH:38][C:39](=[O:41])[CH3:40])[S:37][C:33]=2[C:32]=1[C:44]#[N:45], predict the reaction product. The product is: [C:39]([NH:38][C:36]1[S:37][C:33]2[C:32]([C:44]#[N:45])=[C:31]([O:30][C:29]3[CH:46]=[CH:47][C:48]([F:49])=[C:27]([NH:26][C:9](=[O:11])[C:8]4[CH:12]=[CH:13][CH:14]=[C:6]([C:3]([C:1]#[N:2])([CH3:4])[CH3:5])[CH:7]=4)[CH:28]=3)[CH:43]=[CH:42][C:34]=2[N:35]=1)(=[O:41])[CH3:40]. (3) Given the reactants [F:1][C:2]1[CH:26]=[C:25]([N+:27]([O-])=O)[CH:24]=[CH:23][C:3]=1[O:4][C:5]1[CH:10]=[CH:9][N:8]=[C:7]2[CH:11]=[C:12]([C:14]3[CH2:19][CH2:18][N:17]([C:20](=[O:22])[CH3:21])[CH2:16][CH:15]=3)[S:13][C:6]=12.[NH4+].[Cl-].O, predict the reaction product. The product is: [NH2:27][C:25]1[CH:24]=[CH:23][C:3]([O:4][C:5]2[CH:10]=[CH:9][N:8]=[C:7]3[CH:11]=[C:12]([C:14]4[CH2:19][CH2:18][N:17]([C:20](=[O:22])[CH3:21])[CH2:16][CH:15]=4)[S:13][C:6]=23)=[C:2]([F:1])[CH:26]=1. (4) Given the reactants ClC1C=C(N2CCN(C(C3N(C4C=CC=CC=4)N=C(C)C=3)=O)CC2)C=CC=1.[O:28]1[C:32]2[CH:33]=[CH:34][CH:35]=[C:36]([N:37]3[CH2:42][CH2:41][NH:40][CH2:39][CH2:38]3)[C:31]=2[O:30][CH2:29]1.[CH3:43][C:44]1[CH:45]=[C:46]([C:56](O)=[O:57])[N:47]([C:49]2[CH:50]=[C:51]([CH3:55])[CH:52]=[CH:53][CH:54]=2)[N:48]=1, predict the reaction product. The product is: [O:28]1[C:32]2[CH:33]=[CH:34][CH:35]=[C:36]([N:37]3[CH2:42][CH2:41][N:40]([C:56]([C:46]4[N:47]([C:49]5[CH:50]=[C:51]([CH3:55])[CH:52]=[CH:53][CH:54]=5)[N:48]=[C:44]([CH3:43])[CH:45]=4)=[O:57])[CH2:39][CH2:38]3)[C:31]=2[O:30][CH2:29]1.